Dataset: Merck oncology drug combination screen with 23,052 pairs across 39 cell lines. Task: Regression. Given two drug SMILES strings and cell line genomic features, predict the synergy score measuring deviation from expected non-interaction effect. (1) Drug 1: O=S1(=O)NC2(CN1CC(F)(F)F)C1CCC2Cc2cc(C=CCN3CCC(C(F)(F)F)CC3)ccc2C1. Drug 2: CCC1=CC2CN(C1)Cc1c([nH]c3ccccc13)C(C(=O)OC)(c1cc3c(cc1OC)N(C)C1C(O)(C(=O)OC)C(OC(C)=O)C4(CC)C=CCN5CCC31C54)C2. Cell line: KPL1. Synergy scores: synergy=4.76. (2) Drug 1: N#Cc1ccc(Cn2cncc2CN2CCN(c3cccc(Cl)c3)C(=O)C2)cc1. Drug 2: COC1=C2CC(C)CC(OC)C(O)C(C)C=C(C)C(OC(N)=O)C(OC)C=CC=C(C)C(=O)NC(=CC1=O)C2=O. Cell line: UACC62. Synergy scores: synergy=35.1. (3) Drug 2: COc1cc(C2c3cc4c(cc3C(OC3OC5COC(C)OC5C(O)C3O)C3COC(=O)C23)OCO4)cc(OC)c1O. Cell line: NCIH23. Synergy scores: synergy=4.39. Drug 1: CN1C(=O)C=CC2(C)C3CCC4(C)C(NC(=O)OCC(F)(F)F)CCC4C3CCC12. (4) Drug 1: N#Cc1ccc(Cn2cncc2CN2CCN(c3cccc(Cl)c3)C(=O)C2)cc1. Drug 2: COc1cc(C2c3cc4c(cc3C(OC3OC5COC(C)OC5C(O)C3O)C3COC(=O)C23)OCO4)cc(OC)c1O. Cell line: MDAMB436. Synergy scores: synergy=12.9. (5) Drug 1: CCC1(O)C(=O)OCc2c1cc1n(c2=O)Cc2cc3c(CN(C)C)c(O)ccc3nc2-1. Drug 2: CCc1cnn2c(NCc3ccc[n+]([O-])c3)cc(N3CCCCC3CCO)nc12. Cell line: A2058. Synergy scores: synergy=-8.47. (6) Drug 1: NC(=O)c1cccc2cn(-c3ccc(C4CCCNC4)cc3)nc12. Drug 2: Cn1c(=O)n(-c2ccc(C(C)(C)C#N)cc2)c2c3cc(-c4cnc5ccccc5c4)ccc3ncc21. Cell line: NCIH520. Synergy scores: synergy=13.3. (7) Drug 1: Nc1ccn(C2OC(CO)C(O)C2(F)F)c(=O)n1. Drug 2: O=C(O)C1(Cc2cccc(Nc3nccs3)n2)CCC(Oc2cccc(Cl)c2F)CC1. Cell line: UWB1289BRCA1. Synergy scores: synergy=2.61. (8) Drug 1: Cc1nc(Nc2ncc(C(=O)Nc3c(C)cccc3Cl)s2)cc(N2CCN(CCO)CC2)n1. Drug 2: Cn1c(=O)n(-c2ccc(C(C)(C)C#N)cc2)c2c3cc(-c4cnc5ccccc5c4)ccc3ncc21. Cell line: SW620. Synergy scores: synergy=59.5. (9) Drug 2: CCN(CC)CCNC(=O)c1c(C)[nH]c(C=C2C(=O)Nc3ccc(F)cc32)c1C. Synergy scores: synergy=8.21. Drug 1: O=c1[nH]cc(F)c(=O)[nH]1. Cell line: A427.